From a dataset of Reaction yield outcomes from USPTO patents with 853,638 reactions. Predict the reaction yield, written as a fraction of the theoretical maximum amount of product (1.0 means a 100% yield; for example, 0.34 means a 34% yield). (1) The reactants are C(OC([N:8]1[CH2:13][CH2:12][N:11]([C:14]2[CH:19]=[CH:18][N:17]=[C:16]([NH2:20])[C:15]=2[NH2:21])[CH2:10][CH2:9]1)=O)(C)(C)C.[C:22]([C:26]1[CH:33]=[CH:32][C:29]([CH:30]=O)=[CH:28][CH:27]=1)([CH3:25])([CH3:24])[CH3:23]. The yield is 0.740. The product is [C:22]([C:26]1[CH:27]=[CH:28][C:29]([C:30]2[NH:20][C:16]3=[N:17][CH:18]=[CH:19][C:14]([N:11]4[CH2:10][CH2:9][NH:8][CH2:13][CH2:12]4)=[C:15]3[N:21]=2)=[CH:32][CH:33]=1)([CH3:25])([CH3:24])[CH3:23]. The catalyst is C(O)(C)C.[Pd]. (2) The reactants are [N+:1]([C:4]1[CH:5]=[C:6]([O:10][CH2:11][O:12][CH3:13])[CH:7]=[CH:8][CH:9]=1)([O-])=O. The catalyst is CCOCC. The product is [CH3:13][O:12][CH2:11][O:10][C:6]1[CH:7]=[CH:8][CH:9]=[C:4]([NH2:1])[CH:5]=1. The yield is 0.890. (3) The reactants are [CH3:1][S:2](Cl)(=[O:4])=[O:3].[CH3:6][O:7][CH2:8][CH2:9][CH2:10][OH:11].C(N(CC)CC)C.O. The catalyst is C(Cl)Cl. The product is [CH3:1][S:2]([O:11][CH2:10][CH2:9][CH2:8][O:7][CH3:6])(=[O:4])=[O:3]. The yield is 0.970. (4) The reactants are [Cl:1][C:2]1[CH:7]=[CH:6][C:5]([C:8]#[CH:9])=[CH:4][CH:3]=1.[CH2:10]([Sn:14]([CH2:22][CH2:23][CH2:24][CH3:25])([CH2:18][CH2:19][CH2:20][CH3:21])N(C)C)[CH2:11][CH2:12][CH3:13]. No catalyst specified. The product is [CH2:22]([Sn:14]([CH2:10][CH2:11][CH2:12][CH3:13])([CH2:18][CH2:19][CH2:20][CH3:21])[C:9]#[C:8][C:5]1[CH:6]=[CH:7][C:2]([Cl:1])=[CH:3][CH:4]=1)[CH2:23][CH2:24][CH3:25]. The yield is 0.950. (5) The reactants are [Cl:1][C:2]1[CH:3]=[C:4]([C:9](=O)[CH3:10])[CH:5]=[CH:6][C:7]=1[Cl:8].[NH2:12][C:13]([NH2:15])=[S:14]. No catalyst specified. The product is [NH2:15][C:13]1[S:14][CH:10]=[C:9]([C:4]2[CH:5]=[CH:6][C:7]([Cl:8])=[C:2]([Cl:1])[CH:3]=2)[N:12]=1. The yield is 0.778.